Dataset: Catalyst prediction with 721,799 reactions and 888 catalyst types from USPTO. Task: Predict which catalyst facilitates the given reaction. (1) Reactant: [C:1]1(=[O:11])[C:9]2[CH2:8][CH2:7][CH2:6][CH2:5][C:4]=2[C:3](=[O:10])O1.[CH2:12]([N:19]([CH2:25]OC)[CH2:20][Si](C)(C)C)[C:13]1[CH:18]=[CH:17][CH:16]=[CH:15][CH:14]=1. Product: [CH2:12]([N:19]1[CH2:25][C:9]2([CH2:1][OH:11])[C:4]([CH2:3][OH:10])([CH2:5][CH2:6][CH2:7][CH2:8]2)[CH2:20]1)[C:13]1[CH:18]=[CH:17][CH:16]=[CH:15][CH:14]=1. The catalyst class is: 281. (2) Reactant: [CH2:1]([O:3][C:4]([N:6]1[C:15]2[C:10](=[CH:11][C:12]([C:16]([F:19])([F:18])[F:17])=[CH:13][CH:14]=2)[C@@H:9](N)[CH2:8][C@H:7]1[CH2:21][CH3:22])=[O:5])[CH3:2].N([O-])=[O:24].[Na+].[OH-].[Na+]. Product: [CH2:1]([O:3][C:4]([N:6]1[C:15]2[C:10](=[CH:11][C:12]([C:16]([F:19])([F:18])[F:17])=[CH:13][CH:14]=2)[C@@H:9]([OH:24])[CH2:8][C@H:7]1[CH2:21][CH3:22])=[O:5])[CH3:2]. The catalyst class is: 86. (3) Reactant: CN(C)C=O.[C:6](Cl)(=O)[C:7]([Cl:9])=[O:8].[O:12]1[CH2:17][CH2:16][N:15]([C:18]2[CH:26]=[CH:25]C(C(O)=O)=[CH:20][N:19]=2)[CH2:14][CH2:13]1. Product: [O:12]1[CH2:17][CH2:16][N:15]([C:18]2[CH:26]=[CH:25][C:6]([C:7]([Cl:9])=[O:8])=[CH:20][N:19]=2)[CH2:14][CH2:13]1. The catalyst class is: 22. (4) Reactant: [OH:1][C:2]1[CH:11]=[CH:10][C:5]([C:6]([O:8][CH3:9])=[O:7])=[CH:4][C:3]=1I.CN(C)C(=N)N(C)C.[C:21]1([C:27]#[CH:28])[CH:26]=[CH:25][CH:24]=[CH:23][CH:22]=1.Cl. Product: [CH3:9][O:8][C:6]([C:5]1[CH:10]=[CH:11][C:2]2[O:1][C:27]([C:21]3[CH:26]=[CH:25][CH:24]=[CH:23][CH:22]=3)=[CH:28][C:3]=2[CH:4]=1)=[O:7]. The catalyst class is: 233. (5) Reactant: [CH:1]1([SH:7])[CH2:6][CH2:5][CH2:4][CH2:3][CH2:2]1.[OH-].[K+].Br[C:11]([CH3:18])([CH3:17])[C:12]([O:14][CH2:15][CH3:16])=[O:13]. Product: [CH2:15]([O:14][C:12](=[O:13])[C:11]([S:7][CH:1]1[CH2:6][CH2:5][CH2:4][CH2:3][CH2:2]1)([CH3:18])[CH3:17])[CH3:16]. The catalyst class is: 8. (6) Reactant: [C:1](Cl)(=[O:3])[CH3:2].[N:5]1([C:25]2[CH:30]=[CH:29][CH:28]=[CH:27][N:26]=2)[CH2:10][CH2:9][CH:8]([C:11]2[N:20]3[C:14]([CH2:15][NH:16][CH2:17][C:18]4[CH:24]=[CH:23][CH:22]=[CH:21][C:19]=43)=[N:13][N:12]=2)[CH2:7][CH2:6]1. Product: [N:5]1([C:25]2[CH:30]=[CH:29][CH:28]=[CH:27][N:26]=2)[CH2:10][CH2:9][CH:8]([C:11]2[N:20]3[C:14]([CH2:15][N:16]([C:1](=[O:3])[CH3:2])[CH2:17][C:18]4[CH:24]=[CH:23][CH:22]=[CH:21][C:19]=43)=[N:13][N:12]=2)[CH2:7][CH2:6]1. The catalyst class is: 4. (7) Reactant: [C:1]([NH2:5])(=[O:4])[CH:2]=[CH2:3].C([C:10](=[CH2:14])[C:11]([NH2:13])=[O:12])CCC.[CH:15]([C:17]1C=CC=C[C:18]=1C=C)=[CH2:16].O. Product: [C:1]([NH2:5])(=[O:4])[CH:2]=[CH2:3].[CH2:16]([NH:13][C:11](=[O:12])[CH:10]=[CH2:14])[CH2:15][CH2:17][CH3:18]. The catalyst class is: 8. (8) Product: [CH:40]1([C:38]([NH:37][C:35]2[N:36]=[C:31]3[CH:30]=[CH:29][C:28]([O:27][C:26]4[CH:25]=[C:24]([NH:23][C:8]([C:6]5[N:5]([CH3:11])[N:4]=[C:3]([CH2:1][CH3:2])[CH:7]=5)=[O:10])[CH:45]=[CH:44][CH:43]=4)=[CH:33][N:32]3[N:34]=2)=[O:39])[CH2:41][CH2:42]1. The catalyst class is: 402. Reactant: [CH2:1]([C:3]1[CH:7]=[C:6]([C:8]([OH:10])=O)[N:5]([CH3:11])[N:4]=1)[CH3:2].O1CCCC1.C(Cl)(=O)C(Cl)=O.[NH2:23][C:24]1[CH:25]=[C:26]([CH:43]=[CH:44][CH:45]=1)[O:27][C:28]1[CH:29]=[CH:30][C:31]2[N:32]([N:34]=[C:35]([NH:37][C:38]([CH:40]3[CH2:42][CH2:41]3)=[O:39])[N:36]=2)[CH:33]=1.